From a dataset of Forward reaction prediction with 1.9M reactions from USPTO patents (1976-2016). Predict the product of the given reaction. Given the reactants N[C:2]1[CH:3]=[CH:4][CH:5]=[C:6]2[C:11]=1[N:10]=[C:9]([CH2:12][N:13]1[C:21](=[O:22])[C:20]3[C:15](=[CH:16][CH:17]=[CH:18][CH:19]=3)[C:14]1=[O:23])[C:8]([C:24]1[CH:29]=[CH:28][CH:27]=[CH:26][C:25]=1[Cl:30])=[N:7]2.CC(C)=O.Cl.N([O-])=O.[Na+].[I-:40].[K+], predict the reaction product. The product is: [Cl:30][C:25]1[CH:26]=[CH:27][CH:28]=[CH:29][C:24]=1[C:8]1[C:9]([CH2:12][N:13]2[C:21](=[O:22])[C:20]3[C:15](=[CH:16][CH:17]=[CH:18][CH:19]=3)[C:14]2=[O:23])=[N:10][C:11]2[C:6]([N:7]=1)=[CH:5][CH:4]=[CH:3][C:2]=2[I:40].